This data is from Full USPTO retrosynthesis dataset with 1.9M reactions from patents (1976-2016). The task is: Predict the reactants needed to synthesize the given product. (1) Given the product [CH3:10][O:11][C:12](=[O:16])[C@@H:13]([CH3:15])[NH:14][CH2:1][C:2]1[CH:7]=[CH:6][CH:5]=[CH:4][CH:3]=1, predict the reactants needed to synthesize it. The reactants are: [CH:1](=O)[C:2]1[CH:7]=[CH:6][CH:5]=[CH:4][CH:3]=1.Cl.[CH3:10][O:11][C:12](=[O:16])[C@@H:13]([CH3:15])[NH2:14].C(O[BH-](OC(=O)C)OC(=O)C)(=O)C.[Na+]. (2) Given the product [CH3:16][O:17][C:18]1[C:26]([O:27][CH3:28])=[CH:25][C:21]([C:22]([NH2:3])=[O:23])=[C:20]([N+:29]([O-:31])=[O:30])[CH:19]=1, predict the reactants needed to synthesize it. The reactants are: ClC1C2C(=CC(OC)=C(OC)C=2)N=C[N:3]=1.[CH3:16][O:17][C:18]1[C:26]([O:27][CH3:28])=[CH:25][C:21]([C:22](O)=[O:23])=[C:20]([N+:29]([O-:31])=[O:30])[CH:19]=1.S(Cl)(Cl)=O.N.